The task is: Predict which catalyst facilitates the given reaction.. This data is from Catalyst prediction with 721,799 reactions and 888 catalyst types from USPTO. (1) Reactant: [CH3:1][O:2][C:3]1[C:8]([NH:9][S:10]([CH3:13])(=[O:12])=[O:11])=[CH:7][C:6]([C:14]2[CH:22]=[C:21]3[C:17]([CH:18]=[N:19][N:20]3S(C3C=CC=CC=3)(=O)=O)=[C:16]([C:32]3[O:33][C:34]([CH2:37][N:38]4[CH2:44][CH2:43][CH2:42][O:41][CH2:40][CH2:39]4)=[N:35][N:36]=3)[CH:15]=2)=[CH:5][N:4]=1.[OH-].[Na+]. Product: [CH3:1][O:2][C:3]1[C:8]([NH:9][S:10]([CH3:13])(=[O:12])=[O:11])=[CH:7][C:6]([C:14]2[CH:22]=[C:21]3[C:17]([CH:18]=[N:19][NH:20]3)=[C:16]([C:32]3[O:33][C:34]([CH2:37][N:38]4[CH2:44][CH2:43][CH2:42][O:41][CH2:40][CH2:39]4)=[N:35][N:36]=3)[CH:15]=2)=[CH:5][N:4]=1. The catalyst class is: 12. (2) Reactant: [CH2:1]([O:8][C:9]1[CH:14]=[CH:13][C:12]([CH:15]([OH:34])[CH:16]([CH2:20][C:21]2[CH:26]=[CH:25][CH:24]=[C:23]([O:27][C:28]([F:33])([F:32])[CH:29]([F:31])[F:30])[CH:22]=2)C(O)=O)=[CH:11][CH:10]=1)[C:2]1[CH:7]=[CH:6][CH:5]=[CH:4][CH:3]=1.C1(P(N=[N+]=[N-])(C2C=CC=CC=2)=O)C=CC=CC=1.C([N:54]([CH2:57]C)CC)C.[OH2:59]. Product: [CH2:1]([O:8][C:9]1[CH:14]=[CH:13][C:12]([CH:15]2[O:34][C:57](=[O:59])[NH:54][CH:16]2[CH2:20][C:21]2[CH:26]=[CH:25][CH:24]=[C:23]([O:27][C:28]([F:33])([F:32])[CH:29]([F:30])[F:31])[CH:22]=2)=[CH:11][CH:10]=1)[C:2]1[CH:3]=[CH:4][CH:5]=[CH:6][CH:7]=1. The catalyst class is: 7. (3) Reactant: [C:1]1([C@H:7]([CH3:10])[CH2:8][NH2:9])[CH:6]=[CH:5][CH:4]=[CH:3][CH:2]=1.C(O)(=O)C.[Cl:15][C:16]1[C:23]([C:24]([F:27])([F:26])[F:25])=[CH:22][CH:21]=[CH:20][C:17]=1[CH:18]=O.C(O[BH-](OC(=O)C)OC(=O)C)(=O)C.[Na+]. The catalyst class is: 46. Product: [Cl:15][C:16]1[C:23]([C:24]([F:25])([F:26])[F:27])=[CH:22][CH:21]=[CH:20][C:17]=1[CH2:18][NH:9][CH2:8][C@H:7]([C:1]1[CH:6]=[CH:5][CH:4]=[CH:3][CH:2]=1)[CH3:10]. (4) Reactant: [Cl:1][C:2]1[CH:3]=[C:4]([C:12]2[O:16][N:15]=[C:14]([C:17]3[C:18]([F:34])=[CH:19][CH:20]=[C:21]4[C:25]=3[N:24]([CH3:26])[CH:23]=[C:22]4[CH2:27][CH2:28][C:29]([O:31]CC)=[O:30])[N:13]=2)[CH:5]=[N:6][C:7]=1[O:8][CH:9]([CH3:11])[CH3:10].[OH-].[Na+]. Product: [Cl:1][C:2]1[CH:3]=[C:4]([C:12]2[O:16][N:15]=[C:14]([C:17]3[C:18]([F:34])=[CH:19][CH:20]=[C:21]4[C:25]=3[N:24]([CH3:26])[CH:23]=[C:22]4[CH2:27][CH2:28][C:29]([OH:31])=[O:30])[N:13]=2)[CH:5]=[N:6][C:7]=1[O:8][CH:9]([CH3:11])[CH3:10]. The catalyst class is: 252. (5) Reactant: [ClH:1].C(OC([N:9]([CH2:25][CH2:26][C:27]1[CH:32]=[CH:31][CH:30]=[CH:29][C:28]=1[O:33][CH2:34][C:35]1[CH:40]=[CH:39][C:38]([CH2:41][CH2:42][C:43]2[CH:48]=[CH:47][C:46]([C:49]([F:52])([F:51])[F:50])=[CH:45][CH:44]=2)=[CH:37][CH:36]=1)[CH:10]1[CH2:19][CH2:18][CH2:17][C:16]2[N:15]=[C:14]([C:20]([O:22][CH2:23][CH3:24])=[O:21])[CH:13]=[CH:12][C:11]1=2)=O)(C)(C)C. Product: [ClH:1].[ClH:1].[F:52][C:49]([F:50])([F:51])[C:46]1[CH:45]=[CH:44][C:43]([CH2:42][CH2:41][C:38]2[CH:39]=[CH:40][C:35]([CH2:34][O:33][C:28]3[CH:29]=[CH:30][CH:31]=[CH:32][C:27]=3[CH2:26][CH2:25][NH:9][CH:10]3[CH2:19][CH2:18][CH2:17][C:16]4[N:15]=[C:14]([C:20]([O:22][CH2:23][CH3:24])=[O:21])[CH:13]=[CH:12][C:11]3=4)=[CH:36][CH:37]=2)=[CH:48][CH:47]=1. The catalyst class is: 12. (6) Reactant: C([O:3][C:4]([C:6]1[N:7]=[C:8]([CH3:19])[O:9][C:10]=1[NH:11][C:12]([O:14][C:15]([CH3:18])([CH3:17])[CH3:16])=[O:13])=[O:5])C.[OH-].[Na+].Cl. Product: [C:15]([O:14][C:12]([NH:11][C:10]1[O:9][C:8]([CH3:19])=[N:7][C:6]=1[C:4]([OH:5])=[O:3])=[O:13])([CH3:18])([CH3:16])[CH3:17]. The catalyst class is: 1. (7) Reactant: C(OC([N:8]1[CH2:13][CH2:12][N:11]([C:14]2[CH:19]=[C:18]([C:20]3[CH:25]=[CH:24][C:23]([F:26])=[CH:22][CH:21]=3)[N:17]=[C:16]([N:27]3[CH2:31][CH2:30][CH2:29][C@H:28]3[CH3:32])[N:15]=2)[C@H:10]([CH3:33])[CH2:9]1)=O)(C)(C)C. Product: [F:26][C:23]1[CH:22]=[CH:21][C:20]([C:18]2[CH:19]=[C:14]([N:11]3[CH2:12][CH2:13][NH:8][CH2:9][C@H:10]3[CH3:33])[N:15]=[C:16]([N:27]3[CH2:31][CH2:30][CH2:29][C@H:28]3[CH3:32])[N:17]=2)=[CH:25][CH:24]=1. The catalyst class is: 89.